From a dataset of Forward reaction prediction with 1.9M reactions from USPTO patents (1976-2016). Predict the product of the given reaction. (1) Given the reactants Cl.[Cl:2][C:3]1[C:4]([O:32]COC)=[CH:5][C:6]([O:28]COC)=[C:7]([CH:27]=1)[C:8]([N:10]1[CH2:14][CH2:13][CH2:12][CH:11]1[C:15]1[CH:16]=[C:17]([CH:23]=[CH:24][C:25]=1[CH3:26])[C:18]([NH:20][CH2:21][CH3:22])=[O:19])=[O:9].C([O-])(O)=O.[Na+], predict the reaction product. The product is: [Cl:2][C:3]1[C:4]([OH:32])=[CH:5][C:6]([OH:28])=[C:7]([CH:27]=1)[C:8]([N:10]1[CH2:14][CH2:13][CH2:12][CH:11]1[C:15]1[CH:16]=[C:17]([CH:23]=[CH:24][C:25]=1[CH3:26])[C:18]([NH:20][CH2:21][CH3:22])=[O:19])=[O:9]. (2) Given the reactants [OH:1][C@H:2]([C@@H:8]([OH:12])[CH2:9][CH2:10][CH3:11])[C:3]([O:5][CH2:6][CH3:7])=[O:4].CCN(CC)CC.[N+:20]([C:23]1[CH:28]=[CH:27][C:26]([S:29](Cl)(=[O:31])=[O:30])=[CH:25][CH:24]=1)([O-:22])=[O:21], predict the reaction product. The product is: [OH:12][C@@H:8]([CH2:9][CH2:10][CH3:11])[C@@H:2]([O:1][S:29]([C:26]1[CH:25]=[CH:24][C:23]([N+:20]([O-:22])=[O:21])=[CH:28][CH:27]=1)(=[O:30])=[O:31])[C:3]([O:5][CH2:6][CH3:7])=[O:4].